Task: Predict the reactants needed to synthesize the given product.. Dataset: Full USPTO retrosynthesis dataset with 1.9M reactions from patents (1976-2016) (1) The reactants are: N(C(OC(C)C)=O)=NC(OC(C)C)=O.[CH3:15][O:16][C:17](=[O:25])[C:18]1[CH:23]=[C:22]([OH:24])[CH:21]=[N:20][CH:19]=1.[F:26][C:27]1[CH:32]=[CH:31][C:30]([C:33]2[C:41]3[C:40]([CH2:42][CH2:43][CH2:44][CH2:45]O)=[N:39][CH:38]=[N:37][C:36]=3[S:35][CH:34]=2)=[CH:29][CH:28]=1.C1(P(C2C=CC=CC=2)C2C=CC=CC=2)C=CC=CC=1. Given the product [F:26][C:27]1[CH:28]=[CH:29][C:30]([C:33]2[C:41]3[C:40]([CH2:42][CH2:43][CH2:44][CH2:45][O:24][C:22]4[CH:21]=[N:20][CH:19]=[C:18]([CH:23]=4)[C:17]([O:16][CH3:15])=[O:25])=[N:39][CH:38]=[N:37][C:36]=3[S:35][CH:34]=2)=[CH:31][CH:32]=1, predict the reactants needed to synthesize it. (2) Given the product [F:15][C:16]1[CH:23]=[C:22]([O:24][CH3:25])[CH:21]=[CH:20][C:17]=1[CH2:18][C:8]1[C:7](=[O:13])[NH:33][NH:34][C:9]=1[CH3:11], predict the reactants needed to synthesize it. The reactants are: N1CCCCC1.[C:7]([O:13]C)(=O)[CH2:8][C:9]([CH3:11])=O.[F:15][C:16]1[CH:23]=[C:22]([O:24][CH3:25])[CH:21]=[CH:20][C:17]=1[CH:18]=O.C(O)(=O)C.[H][H].O.[NH2:33][NH2:34]. (3) Given the product [C:1]([O:5][C:6]([N:8]([CH3:30])[CH2:9][CH2:10][CH2:11][N:12]([CH3:29])[C:13]([C:15]1[CH:16]=[CH:17][C:18]([N:21]([CH3:31])[CH2:22][CH2:23][C:24]([O:26][CH2:27][CH3:28])=[O:25])=[CH:19][CH:20]=1)=[O:14])=[O:7])([CH3:4])([CH3:2])[CH3:3], predict the reactants needed to synthesize it. The reactants are: [C:1]([O:5][C:6]([N:8]([CH3:30])[CH2:9][CH2:10][CH2:11][N:12]([CH3:29])[C:13]([C:15]1[CH:20]=[CH:19][C:18]([NH:21][CH2:22][CH2:23][C:24]([O:26][CH2:27][CH3:28])=[O:25])=[CH:17][CH:16]=1)=[O:14])=[O:7])([CH3:4])([CH3:3])[CH3:2].[CH2:31]=O. (4) Given the product [S:23]1[C:13]2[C:14]3[CH:22]=[N:21][CH:20]=[CH:19][C:15]=3[O:16][CH2:17][CH2:18][C:12]=2[CH:11]=[C:10]1[C:9]1[C:8]([C:3]2[CH:4]=[CH:5][CH:6]=[CH:7][C:2]=2[Cl:1])=[N:26][NH:25][N:24]=1, predict the reactants needed to synthesize it. The reactants are: [Cl:1][C:2]1[CH:7]=[CH:6][CH:5]=[CH:4][C:3]=1[C:8]#[C:9][C:10]1[S:23][C:13]2[C:14]3[CH:22]=[N:21][CH:20]=[CH:19][C:15]=3[O:16][CH2:17][CH2:18][C:12]=2[CH:11]=1.[N-:24]=[N+:25]=[N-:26].[Na+].O. (5) Given the product [Br:11][C:3]1[CH:4]=[CH:5][C:6]([C:7]2[N:22]=[C:23]([C:24]([O:26][CH2:27][CH3:28])=[O:25])[NH:10][CH:9]=2)=[CH:1][CH:2]=1, predict the reactants needed to synthesize it. The reactants are: [CH:1]1[C:6]([C:7]([CH2:9][NH2:10])=O)=[CH:5][CH:4]=[C:3]([Br:11])[CH:2]=1.Cl.C([O-])(=O)C.[Na+].C(O)(=O)C.[NH:22]=[C:23](SC)[C:24]([O:26][CH2:27][CH3:28])=[O:25]. (6) Given the product [NH2:1][C:4]1[CH:5]=[C:6]([S:10]([NH2:13])(=[O:11])=[O:12])[CH:7]=[CH:8][CH:9]=1, predict the reactants needed to synthesize it. The reactants are: [N+:1]([C:4]1[CH:5]=[C:6]([S:10]([NH2:13])(=[O:12])=[O:11])[CH:7]=[CH:8][CH:9]=1)([O-])=O. (7) Given the product [CH3:15][O:16][C:17]1[CH:18]=[C:19]([O:25][CH:12]=[C:2]([CH3:14])[C:3](=[N:11][C:5]2[CH:10]=[CH:9][CH:8]=[CH:7][CH:6]=2)[O:4][C:5]2[CH:10]=[CH:9][CH:8]=[CH:7][CH:6]=2)[CH:20]=[CH:21][C:22]=1[O:23][CH3:24], predict the reactants needed to synthesize it. The reactants are: Br[C:2]([CH3:14])([CH2:12]Br)[C:3](=[NH:11])[O:4][C:5]1[CH:10]=[CH:9][CH:8]=[CH:7][CH:6]=1.[CH3:15][O:16][C:17]1[CH:18]=[C:19]([OH:25])[CH:20]=[CH:21][C:22]=1[O:23][CH3:24].C(=O)([O-])[O-].[Cs+].[Cs+].O. (8) Given the product [CH3:16][Si:14]([CH3:15])([CH3:17])[C:13]1[O:1][C:2]2[CH:11]=[CH:10][C:5]([C:6]([O:8][CH3:9])=[O:7])=[CH:4][C:3]=2[CH:12]=1, predict the reactants needed to synthesize it. The reactants are: [OH:1][C:2]1[CH:11]=[CH:10][C:5]([C:6]([O:8][CH3:9])=[O:7])=[CH:4][C:3]=1[C:12]#[C:13][Si:14]([CH3:17])([CH3:16])[CH3:15]. (9) The reactants are: [P:1](Cl)([O:6][CH2:7][CH3:8])([O:3][CH2:4][CH3:5])=[O:2].[OH:10][CH2:11][CH2:12][CH2:13][CH2:14][NH:15][C:16](=[O:29])[CH:17]([C:19]1[CH:24]=[CH:23][C:22]([CH2:25][CH:26]([CH3:28])[CH3:27])=[CH:21][CH:20]=1)[CH3:18].CCN(C(C)C)C(C)C. Given the product [CH2:25]([C:22]1[CH:23]=[CH:24][C:19]([CH:17]([CH3:18])[C:16]([NH:15][CH2:14][CH2:13][CH2:12][CH2:11][O:10][P:1](=[O:2])([O:6][CH2:7][CH3:8])[O:3][CH2:4][CH3:5])=[O:29])=[CH:20][CH:21]=1)[CH:26]([CH3:28])[CH3:27], predict the reactants needed to synthesize it.